Dataset: Reaction yield outcomes from USPTO patents with 853,638 reactions. Task: Predict the reaction yield, written as a fraction of the theoretical maximum amount of product (1.0 means a 100% yield; for example, 0.34 means a 34% yield). The reactants are [CH2:1]([CH:8]([C:14](=O)[CH:15]([O:18][CH3:19])[O:16][CH3:17])[C:9]([O:11]CC)=O)[C:2]1[CH:7]=[CH:6][CH:5]=[CH:4][CH:3]=1.Cl.[NH:22]=[C:23]1[CH2:28][CH2:27][CH2:26][CH2:25][NH:24]1.[O-]CC.[Na+]. The catalyst is C(O)C. The product is [CH2:1]([C:8]1[C:9](=[O:11])[N:24]2[CH2:25][CH2:26][CH2:27][CH2:28][C:23]2=[N:22][C:14]=1[CH:15]([O:16][CH3:17])[O:18][CH3:19])[C:2]1[CH:3]=[CH:4][CH:5]=[CH:6][CH:7]=1. The yield is 0.720.